From a dataset of Full USPTO retrosynthesis dataset with 1.9M reactions from patents (1976-2016). Predict the reactants needed to synthesize the given product. (1) The reactants are: CCCCCC.C([Li])CCC.[CH3:12][NH:13][C:14]1[CH:26]=[CH:25][C:17]([C:18]([O:20][C:21]([CH3:24])([CH3:23])[CH3:22])=[O:19])=[CH:16][CH:15]=1.[C:27]([C:29]1[CH:34]=[CH:33][C:32]([CH2:35][CH2:36][N:37]2[CH2:44][CH2:43][C:40]3([CH2:42][O:41]3)[CH2:39][CH2:38]2)=[CH:31][CH:30]=1)#[N:28]. Given the product [C:27]([C:29]1[CH:34]=[CH:33][C:32]([CH2:35][CH2:36][N:37]2[CH2:44][CH2:43][C:40]([CH2:42][N:13]([CH3:12])[C:14]3[CH:15]=[CH:16][C:17]([C:18]([O:20][C:21]([CH3:22])([CH3:23])[CH3:24])=[O:19])=[CH:25][CH:26]=3)([OH:41])[CH2:39][CH2:38]2)=[CH:31][CH:30]=1)#[N:28], predict the reactants needed to synthesize it. (2) Given the product [CH:36]1([C:39]2[C:47]3[C:42](=[CH:43][CH:44]=[CH:45][C:46]=3[NH:48][C:20]([C:17]3[N:14]4[CH:15]=[CH:16][C:11]([O:10][CH2:9][CH2:8][N:5]5[CH2:4][CH2:3][N:2]([CH3:1])[CH2:7][CH2:6]5)=[CH:12][C:13]4=[N:19][CH:18]=3)=[O:22])[N:41]([CH2:49][C:50]3[CH:54]=[CH:53][N:52]([CH2:55][CH3:56])[N:51]=3)[N:40]=2)[CH2:37][CH2:38]1, predict the reactants needed to synthesize it. The reactants are: [CH3:1][N:2]1[CH2:7][CH2:6][N:5]([CH2:8][CH2:9][O:10][C:11]2[CH:16]=[CH:15][N:14]3[C:17]([C:20]([O-:22])=O)=[CH:18][N:19]=[C:13]3[CH:12]=2)[CH2:4][CH2:3]1.[Li+].ClC1C=C(Cl)C=C(Cl)C=1C(Cl)=O.[CH:36]1([C:39]2[C:47]3[C:46]([NH2:48])=[CH:45][CH:44]=[CH:43][C:42]=3[N:41]([CH2:49][C:50]3[CH:54]=[CH:53][N:52]([CH2:55][CH3:56])[N:51]=3)[N:40]=2)[CH2:38][CH2:37]1. (3) Given the product [CH2:1]([N:8]([CH:12]1[CH2:17][CH2:16][NH:15][CH2:14][CH2:13]1)[C:9](=[O:11])[CH3:10])[C:2]1[CH:3]=[CH:4][CH:5]=[CH:6][CH:7]=1, predict the reactants needed to synthesize it. The reactants are: [CH2:1]([N:8]([CH:12]1[CH2:17][CH2:16][N:15](C(OC(C)(C)C)=O)[CH2:14][CH2:13]1)[C:9](=[O:11])[CH3:10])[C:2]1[CH:7]=[CH:6][CH:5]=[CH:4][CH:3]=1.Cl.O1CCOCC1. (4) The reactants are: [C:1]([C:4]1[C:22](=[O:23])[C@@:8]2([CH3:24])[C:9]3[C:15]([OH:16])=[CH:14][C:13]([O:17][CH3:18])=[C:12]([C:19]([NH2:21])=[O:20])[C:10]=3[O:11][C:7]2=[CH:6][C:5]=1[OH:25])(=[O:3])[CH3:2].[CH3:26][C:27]1[CH:28]=[C:29]([CH:32]=[C:33]([CH3:35])[CH:34]=1)[CH:30]=O.C([SiH](CC)CC)C.FC(F)(F)C(O)=O. Given the product [C:1]([C:4]1[C:22](=[O:23])[C@@:8]2([CH3:24])[C:9]3[C:15]([OH:16])=[CH:14][C:13]([O:17][CH3:18])=[C:12]([C:19]([NH:21][CH2:26][C:27]4[CH:28]=[C:29]([CH3:30])[CH:32]=[C:33]([CH3:35])[CH:34]=4)=[O:20])[C:10]=3[O:11][C:7]2=[CH:6][C:5]=1[OH:25])(=[O:3])[CH3:2], predict the reactants needed to synthesize it. (5) Given the product [F:9][C:8]([F:11])([F:10])[C:6]1[CH:5]=[CH:4][N:3]=[C:2]([NH:12][C:13]2[CH:14]=[C:15]([C:19]3[N:20]=[C:21]([N:24]4[CH2:29][CH2:28][CH:27]([C:30]([O:32][CH2:33][CH3:34])=[O:31])[CH2:26][CH2:25]4)[S:22][CH:23]=3)[CH:16]=[CH:17][CH:18]=2)[N:7]=1, predict the reactants needed to synthesize it. The reactants are: Cl[C:2]1[N:7]=[C:6]([C:8]([F:11])([F:10])[F:9])[CH:5]=[CH:4][N:3]=1.[NH2:12][C:13]1[CH:14]=[C:15]([C:19]2[N:20]=[C:21]([N:24]3[CH2:29][CH2:28][CH:27]([C:30]([O:32][CH2:33][CH3:34])=[O:31])[CH2:26][CH2:25]3)[S:22][CH:23]=2)[CH:16]=[CH:17][CH:18]=1.CC1C=CC(S(O)(=O)=O)=CC=1. (6) Given the product [CH2:1]([C:5]1[C:6]([CH3:20])=[C:7]([C:18]#[N:19])[C:8]2[N:9]([N:12]=[C:13]([CH:15]([CH3:17])[CH3:16])[N:14]=2)[C:10]=1[Cl:23])[CH2:2][CH2:3][CH3:4], predict the reactants needed to synthesize it. The reactants are: [CH2:1]([C:5]1[C:10](=O)[N:9]2[N:12]=[C:13]([CH:15]([CH3:17])[CH3:16])[NH:14][C:8]2=[C:7]([C:18]#[N:19])[C:6]=1[CH3:20])[CH2:2][CH2:3][CH3:4].P(Cl)(Cl)([Cl:23])=O. (7) Given the product [CH3:17][C:16]([CH3:19])([CH3:18])[CH2:15][NH:20][CH:11]1[CH2:12][CH2:13][N:8]([C:6]([O:5][C:1]([CH3:4])([CH3:3])[CH3:2])=[O:7])[CH2:9][CH2:10]1, predict the reactants needed to synthesize it. The reactants are: [C:1]([O:5][C:6]([N:8]1[CH2:13][CH2:12][C:11](=O)[CH2:10][CH2:9]1)=[O:7])([CH3:4])([CH3:3])[CH3:2].[CH2:15]([NH2:20])[C:16]([CH3:19])([CH3:18])[CH3:17].[H][H]. (8) Given the product [C:8]([O:11][C:12]1[CH:21]=[CH:20][CH:19]=[C:18]2[C:13]=1[CH:14]=[CH:15][C:16]([S:22]([NH:33][CH2:26][C:27]1[CH:32]=[CH:31][CH:30]=[CH:29][CH:28]=1)(=[O:24])=[O:23])=[CH:17]2)(=[O:10])[CH3:9], predict the reactants needed to synthesize it. The reactants are: C(N(CC)CC)C.[C:8]([O:11][C:12]1[CH:21]=[CH:20][CH:19]=[C:18]2[C:13]=1[CH:14]=[CH:15][C:16]([S:22](Cl)(=[O:24])=[O:23])=[CH:17]2)(=[O:10])[CH3:9].[CH2:26]([NH2:33])[C:27]1[CH:32]=[CH:31][CH:30]=[CH:29][CH:28]=1.Cl.